Dataset: Reaction yield outcomes from USPTO patents with 853,638 reactions. Task: Predict the reaction yield, written as a fraction of the theoretical maximum amount of product (1.0 means a 100% yield; for example, 0.34 means a 34% yield). (1) The reactants are [CH2:1]([O:8][C:9](=[O:25])[N:10]([CH2:12][C:13](=[O:24])[N:14]([C:16]1[CH:21]=[CH:20][C:19]([CH2:22][OH:23])=[CH:18][CH:17]=1)[CH3:15])[CH3:11])[C:2]1[CH:7]=[CH:6][CH:5]=[CH:4][CH:3]=1.[H-].[Na+].[CH3:28]I. The catalyst is CN(C=O)C. The product is [CH2:1]([O:8][C:9](=[O:25])[N:10]([CH2:12][C:13](=[O:24])[N:14]([C:16]1[CH:21]=[CH:20][C:19]([CH2:22][O:23][CH3:28])=[CH:18][CH:17]=1)[CH3:15])[CH3:11])[C:2]1[CH:7]=[CH:6][CH:5]=[CH:4][CH:3]=1. The yield is 0.770. (2) The product is [CH3:1][O:2][C:3](=[O:20])/[C:4](/[C:10]1[CH:15]=[C:14]([C:27]2[CH:26]=[C:25]([F:28])[CH:24]=[CH:23][C:22]=2[OH:21])[C:13]([OH:17])=[C:12]([CH:18]=[O:19])[CH:11]=1)=[CH:5]/[C:6]([O:8][CH3:9])=[O:7]. The catalyst is [Pd].C1(P(C2C=CC=CC=2)C2C=CC=CC=2)C=CC=CC=1.C1(P(C2C=CC=CC=2)C2C=CC=CC=2)C=CC=CC=1.C1(P(C2C=CC=CC=2)C2C=CC=CC=2)C=CC=CC=1.C1(P(C2C=CC=CC=2)C2C=CC=CC=2)C=CC=CC=1.CCCCCC.COCCOC. The yield is 0.190. The reactants are [CH3:1][O:2][C:3](=[O:20])/[C:4](/[C:10]1[CH:15]=[C:14](I)[C:13]([OH:17])=[C:12]([CH:18]=[O:19])[CH:11]=1)=[CH:5]/[C:6]([O:8][CH3:9])=[O:7].[OH:21][C:22]1[CH:27]=[CH:26][C:25]([F:28])=[CH:24][C:23]=1B(O)O.C([O-])([O-])=O.[K+].[K+].Cl. (3) The reactants are Cl[C:2]1[CH:7]=[C:6]([N:8]2[CH:12]=[C:11]([Cl:13])[N:10]=[CH:9]2)[N:5]=[CH:4][N:3]=1.[NH3:14]. The catalyst is C(O)(C)C. The product is [Cl:13][C:11]1[N:10]=[CH:9][N:8]([C:6]2[N:5]=[CH:4][N:3]=[C:2]([NH2:14])[CH:7]=2)[CH:12]=1. The yield is 0.980. (4) The reactants are [F:1][C:2]1[CH:7]=[C:6]([N+:8]([O-])=O)[CH:5]=[CH:4][C:3]=1[N:11]1[C:20]2[C:15](=[CH:16][C:17]([F:38])=[C:18]([N:21]3[CH2:26][CH2:25][N:24]([CH2:27][C:28]([C:30]4[CH:35]=[CH:34][C:33]([O:36][CH3:37])=[CH:32][CH:31]=4)=[O:29])[CH2:23][CH2:22]3)[CH:19]=2)[C:14](=[O:39])[C:13]([C:40]([OH:42])=[O:41])=[CH:12]1. The catalyst is C(O)C.[H][H].[Pd]. The product is [NH2:8][C:6]1[CH:5]=[CH:4][C:3]([N:11]2[C:20]3[C:15](=[CH:16][C:17]([F:38])=[C:18]([N:21]4[CH2:22][CH2:23][N:24]([CH2:27][C:28]([C:30]5[CH:31]=[CH:32][C:33]([O:36][CH3:37])=[CH:34][CH:35]=5)=[O:29])[CH2:25][CH2:26]4)[CH:19]=3)[C:14](=[O:39])[C:13]([C:40]([OH:42])=[O:41])=[CH:12]2)=[C:2]([F:1])[CH:7]=1. The yield is 0.510. (5) The reactants are [C:1]([C:3]1[S:4][CH:5]=[CH:6][C:7]=1[C:8]([O:10]C)=O)#[N:2].[CH2:12]([Mg]Br)[CH3:13].B(F)(F)F.CCOCC. The catalyst is C(OCC)C.CC(C)[O-].CC(C)[O-].CC(C)[O-].CC(C)[O-].[Ti+4]. The product is [C:1]12([C:3]3[S:4][CH:5]=[CH:6][C:7]=3[C:8](=[O:10])[NH:2]1)[CH2:13][CH2:12]2. The yield is 0.350. (6) The catalyst is C1COCC1.[Br-].[Zn+2].[Br-]. The yield is 0.330. The reactants are C[Si](C)(C)[C:3]#[C:4][CH3:5].[Li]CCCC.[F:13][C:14]1[CH:15]=[CH:16][C:17]([C:33]([CH3:42])([CH3:41])[CH2:34][C:35](=[O:40])[C:36]([F:39])([F:38])[F:37])=[C:18]([CH:32]=1)[C:19]([NH:21][C@H:22]([C:24]1[CH:29]=[CH:28][C:27]([O:30][CH3:31])=[CH:26][CH:25]=1)[CH3:23])=[O:20]. The product is [F:13][C:14]1[CH:15]=[CH:16][C:17]([C:33]([CH3:41])([CH3:42])[CH2:34][C:35]([OH:40])([C:36]([F:38])([F:39])[F:37])[CH2:5][C:4]#[CH:3])=[C:18]([CH:32]=1)[C:19]([NH:21][C@H:22]([C:24]1[CH:25]=[CH:26][C:27]([O:30][CH3:31])=[CH:28][CH:29]=1)[CH3:23])=[O:20]. (7) The reactants are FC(F)(F)C(O)=O.[C:8]([C:12]1[C:17]2[CH:18]=[C:19]([CH3:21])[O:20][C:16]=2[CH:15]=[CH:14][C:13]=1[OH:22])([CH3:11])([CH3:10])[CH3:9]. The catalyst is C([SiH](CC)CC)C. The product is [C:8]([C:12]1[C:17]2[CH2:18][CH:19]([CH3:21])[O:20][C:16]=2[CH:15]=[CH:14][C:13]=1[OH:22])([CH3:11])([CH3:9])[CH3:10]. The yield is 0.740. (8) The reactants are C[C:2]1[CH:10]=[CH:9][C:5]([C:6]([OH:8])=[O:7])=[C:4]([N:11]([S:13]([C:16]2[CH:21]=[CH:20][C:19](F)=[CH:18][CH:17]=2)(=[O:15])=[O:14])[CH3:12])[C:3]=1[CH3:23].[OH:24][CH2:25][CH2:26][CH2:27][CH2:28][NH:29][C:30]([C:32]1[CH:40]=[CH:39][C:35]2[O:36][CH2:37][O:38][C:34]=2[CH:33]=1)=[O:31]. No catalyst specified. The product is [O:36]1[C:35]2[CH:39]=[CH:40][C:32]([C:30]([NH:29][CH2:28][CH2:27][CH2:26][CH2:25][O:24][C:19]3[CH:20]=[CH:21][C:16]([S:13]([N:11]([CH3:12])[C:4]4[C:3]([CH3:23])=[CH:2][CH:10]=[CH:9][C:5]=4[C:6]([OH:8])=[O:7])(=[O:15])=[O:14])=[CH:17][CH:18]=3)=[O:31])=[CH:33][C:34]=2[O:38][CH2:37]1. The yield is 0.600. (9) The reactants are [CH3:1][O:2][C:3](=[O:12])[C:4]1[CH:9]=[CH:8][C:7]([CH:10]=[CH2:11])=[CH:6][CH:5]=1.B1C2CCCC1CCC2.[O:22]1CCCC1. No catalyst specified. The product is [CH3:1][O:2][C:3](=[O:12])[C:4]1[CH:9]=[CH:8][C:7]([CH2:10][CH2:11][OH:22])=[CH:6][CH:5]=1. The yield is 0.647. (10) The product is [C:48]([O:47][C:45]([N:11]1[CH2:15][C@@H:14]([OH:16])[C@H:13]2[O:24][CH2:25][C:26]([O:29][CH3:30])([O:27][CH3:28])[C@@H:12]12)=[O:46])([CH3:49])([CH3:50])[CH3:51]. The yield is 0.890. The reactants are C(OC([N:11]1[CH2:15][CH:14]([O:16]CC2C=CC=CC=2)[CH:13]2[O:24][CH2:25][C:26]([O:29][CH3:30])([O:27][CH3:28])[CH:12]12)=O)C1C=CC=CC=1.C([O-])([O-])=O.[Na+].[Na+].[CH3:49][C:48]([O:47][C:45](O[C:45]([O:47][C:48]([CH3:51])([CH3:50])[CH3:49])=[O:46])=[O:46])([CH3:51])[CH3:50]. The catalyst is CO.O1CCOCC1.O.[OH-].[OH-].[Pd+2].